From a dataset of Full USPTO retrosynthesis dataset with 1.9M reactions from patents (1976-2016). Predict the reactants needed to synthesize the given product. (1) Given the product [Cl:72][C:67]1[CH:66]=[C:65]([C:62]2[CH:63]=[N:64][C:59]([N:56]3[CH2:57][CH2:58][N:53]([S:50]([CH2:49][C@H:45]([CH:46]([CH3:48])[CH3:47])[C:44]([OH:73])=[O:21])(=[O:52])=[O:51])[CH2:54][CH2:55]3)=[N:60][CH:61]=2)[CH:70]=[CH:69][C:68]=1[Cl:71], predict the reactants needed to synthesize it. The reactants are: FC1C=CC(C2C=NC(N3CCN(S(C[C@H](C(C)C)C(O)=O)(=O)=[O:21])CC3)=NC=2)=CC=1.C([C@@H]1COC(=O)N1[C:44](=[O:73])[C@H:45]([CH2:49][S:50]([N:53]1[CH2:58][CH2:57][N:56]([C:59]2[N:64]=[CH:63][C:62]([C:65]3[CH:70]=[CH:69][C:68]([Cl:71])=[C:67]([Cl:72])[CH:66]=3)=[CH:61][N:60]=2)[CH2:55][CH2:54]1)(=[O:52])=[O:51])[CH:46]([CH3:48])[CH3:47])C1C=CC=CC=1. (2) Given the product [CH2:1]([C@@:5]1([CH2:29][CH3:30])[NH:11][C@H:10]([C:12]2[CH:13]=[CH:14][CH:15]=[CH:16][CH:17]=2)[C:9]2[CH:18]=[C:19]([O:25][CH3:26])[C:20]([C:22]([NH:64][CH:65]([CH2:66][C:67]([O:69][CH3:70])=[O:68])[CH2:71][C:72]([O:74][CH3:75])=[O:73])=[O:23])=[CH:21][C:8]=2[S:7](=[O:27])(=[O:28])[CH2:6]1)[CH2:2][CH2:3][CH3:4], predict the reactants needed to synthesize it. The reactants are: [CH2:1]([C@@:5]1([CH2:29][CH3:30])[NH:11][C@H:10]([C:12]2[CH:17]=[CH:16][CH:15]=[CH:14][CH:13]=2)[C:9]2[CH:18]=[C:19]([O:25][CH3:26])[C:20]([C:22](O)=[O:23])=[CH:21][C:8]=2[S:7](=[O:28])(=[O:27])[CH2:6]1)[CH2:2][CH2:3][CH3:4].CCN(C(C)C)C(C)C.CN(C(ON1N=NC2C=CC=NC1=2)=[N+](C)C)C.F[P-](F)(F)(F)(F)F.[NH2:64][CH:65]([CH2:71][C:72]([O:74][CH3:75])=[O:73])[CH2:66][C:67]([O:69][CH3:70])=[O:68]. (3) Given the product [Br:1][C:2]1[S:6][C:5]([CH2:7][O:8][CH3:11])=[CH:4][CH:3]=1, predict the reactants needed to synthesize it. The reactants are: [Br:1][C:2]1[S:6][C:5]([CH2:7][OH:8])=[CH:4][CH:3]=1.[H-].[Na+].[CH3:11]I.Cl.